From a dataset of Full USPTO retrosynthesis dataset with 1.9M reactions from patents (1976-2016). Predict the reactants needed to synthesize the given product. (1) Given the product [Cl:15][C:16]1[CH:21]=[CH:20][C:19]([C:22]2[CH:23]=[CH:24][C:25]([C:28]#[C:29][C:30]3[CH:31]=[CH:32][C:33](/[C:36](/[CH3:41])=[CH:37]/[C@@H:38]([N:40]4[CH2:12][CH2:11][CH:10]([CH3:14])[CH2:9][CH2:8]4)[CH3:39])=[CH:34][CH:35]=3)=[N:26][CH:27]=2)=[CH:18][CH:17]=1, predict the reactants needed to synthesize it. The reactants are: C(=O)([O-])[O-].[K+].[K+].Br[CH2:8][CH2:9][CH:10]([CH3:14])[CH2:11][CH2:12]Br.[Cl:15][C:16]1[CH:21]=[CH:20][C:19]([C:22]2[CH:23]=[CH:24][C:25]([C:28]#[C:29][C:30]3[CH:35]=[CH:34][C:33](/[C:36](/[CH3:41])=[CH:37]/[C@@H:38]([NH2:40])[CH3:39])=[CH:32][CH:31]=3)=[N:26][CH:27]=2)=[CH:18][CH:17]=1. (2) Given the product [ClH:1].[ClH:1].[CH3:33][N:28]([CH3:27])[C@H:4]1[CH2:9][CH2:8][C@H:7]([CH2:10][CH2:11][N:12]2[CH2:16][C@H:15]3[C:17]4[CH:18]=[C:19]([C:25]#[N:26])[CH:20]=[CH:21][C:22]=4[O:23][CH2:24][C@@H:14]3[CH2:13]2)[CH2:6][CH2:5]1, predict the reactants needed to synthesize it. The reactants are: [ClH:1].Cl.N[C@H:4]1[CH2:9][CH2:8][C@H:7]([CH2:10][CH2:11][N:12]2[CH2:16][C@H:15]3[C:17]4[CH:18]=[C:19]([C:25]#[N:26])[CH:20]=[CH:21][C:22]=4[O:23][CH2:24][C@@H:14]3[CH2:13]2)[CH2:6][CH2:5]1.[C:27]([BH3-])#[N:28].[Na+].C=O.[C:33](=O)([O-])[O-].[K+].[K+].Cl.